Predict which catalyst facilitates the given reaction. From a dataset of Catalyst prediction with 721,799 reactions and 888 catalyst types from USPTO. (1) Reactant: C[O:2][C:3]1[CH:4]=[C:5]([CH:26]=[O:27])[C:6]2[O:10][C:9]([C:11]3[CH:16]=[CH:15][C:14]([O:17]C)=[CH:13][CH:12]=3)=[C:8]([C:19]3[CH:24]=[CH:23][CH:22]=[CH:21][CH:20]=3)[C:7]=2[CH:25]=1.C1CCCCC=1.B(F)(F)F.S(C)C.C([O-])(O)=O.[Na+]. Product: [OH:2][C:3]1[CH:4]=[C:5]([CH:26]=[O:27])[C:6]2[O:10][C:9]([C:11]3[CH:12]=[CH:13][C:14]([OH:17])=[CH:15][CH:16]=3)=[C:8]([C:19]3[CH:24]=[CH:23][CH:22]=[CH:21][CH:20]=3)[C:7]=2[CH:25]=1. The catalyst class is: 61. (2) The catalyst class is: 2. Reactant: [NH2:1][C:2]1[N:10]=[CH:9][N:8]=[C:7]2[C:3]=1[N:4]=[C:5]([S:30][C:31]1[S:32][C:33]3[C:39]([Cl:40])=[CH:38][CH:37]=[CH:36][C:34]=3[N:35]=1)[N:6]2[CH2:11][CH:12]1[CH2:17][CH2:16][N:15]([C:18](=[O:29])[C@H:19]([NH:21]C(=O)OC(C)(C)C)[CH3:20])[CH2:14][CH2:13]1.C(O)(C(F)(F)F)=O. Product: [NH2:21][C@H:19]([CH3:20])[C:18]([N:15]1[CH2:16][CH2:17][CH:12]([CH2:11][N:6]2[C:5]([S:30][C:31]3[S:32][C:33]4[C:39]([Cl:40])=[CH:38][CH:37]=[CH:36][C:34]=4[N:35]=3)=[N:4][C:3]3[C:7]2=[N:8][CH:9]=[N:10][C:2]=3[NH2:1])[CH2:13][CH2:14]1)=[O:29]. (3) Reactant: [K:1].C([O:9][C:10]1[C:11]([N:22]2[S:26](=[O:28])(=[O:27])[NH:25][C:24](=[O:29])[CH2:23]2)=[CH:12][C:13]2[C:18]([CH:19]=1)=[CH:17][CH:16]=[C:15]([O:20][CH3:21])[CH:14]=2)C1C=CC=CC=1. Product: [K:1].[OH:9][C:10]1[C:11]([N:22]2[S:26](=[O:28])(=[O:27])[NH:25][C:24](=[O:29])[CH2:23]2)=[CH:12][C:13]2[C:18]([CH:19]=1)=[CH:17][CH:16]=[C:15]([O:20][CH3:21])[CH:14]=2. The catalyst class is: 522. (4) Reactant: [N+:1]([C:4]1[N:9]=[CH:8][C:7]([CH:10](C(OCC)=O)[C:11]([O:13][C:14](C)(C)[CH3:15])=[O:12])=[CH:6][CH:5]=1)([O-:3])=[O:2]. Product: [N+:1]([C:4]1[N:9]=[CH:8][C:7]([CH2:10][C:11]([O:13][CH2:14][CH3:15])=[O:12])=[CH:6][CH:5]=1)([O-:3])=[O:2]. The catalyst class is: 137. (5) Reactant: [NH2:1][C:2]1[C:19]([N+:20]([O-:22])=[O:21])=[CH:18][C:5]([O:6][CH2:7][C:8]2[CH:17]=[CH:16][CH:15]=[CH:14][C:9]=2[C:10]([O:12][CH3:13])=[O:11])=[CH:4][C:3]=1[CH3:23].[F:24][C:25]([F:36])([F:35])[C:26](O[C:26](=[O:27])[C:25]([F:36])([F:35])[F:24])=[O:27]. Product: [CH3:23][C:3]1[CH:4]=[C:5]([CH:18]=[C:19]([N+:20]([O-:22])=[O:21])[C:2]=1[NH:1][C:26](=[O:27])[C:25]([F:36])([F:35])[F:24])[O:6][CH2:7][C:8]1[CH:17]=[CH:16][CH:15]=[CH:14][C:9]=1[C:10]([O:12][CH3:13])=[O:11]. The catalyst class is: 7. (6) Reactant: Cl.[CH3:2][C:3]1([CH3:21])[C:7]([CH3:9])([CH3:8])[O:6][B:5]([C:10]2[CH:11]=[N:12][N:13]([CH:15]3[CH2:20][CH2:19][NH:18][CH2:17][CH2:16]3)[CH:14]=2)[O:4]1.[C:22](Cl)(=[O:24])[CH3:23].CCN(C(C)C)C(C)C. Product: [CH3:2][C:3]1([CH3:21])[C:7]([CH3:8])([CH3:9])[O:6][B:5]([C:10]2[CH:11]=[N:12][N:13]([CH:15]3[CH2:20][CH2:19][N:18]([C:22](=[O:24])[CH3:23])[CH2:17][CH2:16]3)[CH:14]=2)[O:4]1. The catalyst class is: 3. (7) Reactant: [C:1]([O:5][C:6]([N:8]1[CH:12]=[CH:11][C:10]([CH2:13][CH2:14][CH2:15][C:16]([OH:18])=[O:17])=[N:9]1)=[O:7])([CH3:4])([CH3:3])[CH3:2].C(=O)([O-])[O-].[K+].[K+].[CH2:25](Br)[C:26]1[CH:31]=[CH:30][CH:29]=[CH:28][CH:27]=1. Product: [CH2:25]([O:17][C:16](=[O:18])[CH2:15][CH2:14][CH2:13][C:10]1[CH:11]=[CH:12][N:8]([C:6]([O:5][C:1]([CH3:4])([CH3:2])[CH3:3])=[O:7])[N:9]=1)[C:26]1[CH:31]=[CH:30][CH:29]=[CH:28][CH:27]=1. The catalyst class is: 3.